From a dataset of Reaction yield outcomes from USPTO patents with 853,638 reactions. Predict the reaction yield, written as a fraction of the theoretical maximum amount of product (1.0 means a 100% yield; for example, 0.34 means a 34% yield). The reactants are [F:1][C:2]1[C:10]([O:11][CH2:12][C:13]2[CH2:14][C:15]3[C:20]([CH:21]=2)=[CH:19][C:18](B2OC(C)(C)C(C)(C)O2)=[CH:17][CH:16]=3)=[CH:9][CH:8]=[C:7]([F:31])[C:3]=1[C:4]([NH2:6])=[O:5].[C:32]1(OS(C(F)(F)F)(=O)=O)[CH2:37][CH2:36][CH2:35][CH2:34][CH:33]=1.P([O-])([O-])([O-])=O.[K+].[K+].[K+]. The catalyst is CN(C=O)C.O. The product is [C:32]1([C:18]2[CH:19]=[C:20]3[C:15](=[CH:16][CH:17]=2)[CH2:14][C:13]([CH2:12][O:11][C:10]2[C:2]([F:1])=[C:3]([C:7]([F:31])=[CH:8][CH:9]=2)[C:4]([NH2:6])=[O:5])=[CH:21]3)[CH2:37][CH2:36][CH2:35][CH2:34][CH:33]=1. The yield is 0.190.